From a dataset of Forward reaction prediction with 1.9M reactions from USPTO patents (1976-2016). Predict the product of the given reaction. (1) The product is: [Cl:1][C:2]1[C:10]([F:11])=[CH:9][C:8]2[N:7]([CH2:28][CH2:27][C:24]3[CH:23]=[N:22][C:21]([C:20]([F:30])([F:19])[F:29])=[CH:26][CH:25]=3)[C:6]3[CH2:12][CH2:13][N:14]([CH3:16])[CH2:15][C:5]=3[C:4]=2[CH:3]=1. Given the reactants [Cl:1][C:2]1[C:10]([F:11])=[CH:9][C:8]2[NH:7][C:6]3[CH2:12][CH2:13][N:14]([CH3:16])[CH2:15][C:5]=3[C:4]=2[CH:3]=1.[OH-].[K+].[F:19][C:20]([F:30])([F:29])[C:21]1[CH:26]=[CH:25][C:24]([CH:27]=[CH2:28])=[CH:23][N:22]=1, predict the reaction product. (2) Given the reactants CS(O[CH2:6][CH2:7][C:8]1[CH:13]=[C:12]([N+:14]([O-:16])=[O:15])[CH:11]=[CH:10][C:9]=1[CH3:17])(=O)=O.[Br-:18].[Li+], predict the reaction product. The product is: [Br:18][CH2:6][CH2:7][C:8]1[CH:13]=[C:12]([N+:14]([O-:16])=[O:15])[CH:11]=[CH:10][C:9]=1[CH3:17]. (3) Given the reactants [C:1]([N:4]1[CH2:9][CH2:8][N:7]([C:10]2[N:15]=[C:14]([O:16][CH2:17][CH3:18])[C:13]([NH:19][C:20]([C:22]3[C:26]4[C:27](=[O:42])[N:28]([CH2:31][CH2:32][CH2:33][O:34]CC5C=CC=CC=5)[CH2:29][CH2:30][C:25]=4[O:24][CH:23]=3)=[O:21])=[CH:12][CH:11]=2)[CH2:6][CH2:5]1)(=[O:3])[CH3:2].C(N1CCN(C2N=C(OCC)C(NC(C3C4C(=O)N(CCOCC5C=CC=CC=5)CCC=4OC=3)=O)=CC=2)CC1)(=O)C, predict the reaction product. The product is: [C:1]([N:4]1[CH2:5][CH2:6][N:7]([C:10]2[N:15]=[C:14]([O:16][CH2:17][CH3:18])[C:13]([NH:19][C:20]([C:22]3[C:26]4[C:27](=[O:42])[N:28]([CH2:31][CH2:32][CH2:33][OH:34])[CH2:29][CH2:30][C:25]=4[O:24][CH:23]=3)=[O:21])=[CH:12][CH:11]=2)[CH2:8][CH2:9]1)(=[O:3])[CH3:2].